This data is from Forward reaction prediction with 1.9M reactions from USPTO patents (1976-2016). The task is: Predict the product of the given reaction. (1) Given the reactants [ClH:1].[OH:2][C:3]1[CH:4]=[C:5]([CH:31]=[C:32]([F:34])[CH:33]=1)[CH2:6][C@H:7]([NH:27][C:28](=[O:30])[CH3:29])[C@H:8]([OH:26])[CH2:9][NH:10][C:11]1([C:17]2[CH:22]=[CH:21][CH:20]=[C:19]([CH:23]([CH3:25])[CH3:24])[CH:18]=2)[CH2:16][CH2:15][CH2:14][CH2:13][CH2:12]1.Br[CH2:36][CH2:37][CH2:38][CH2:39][CH2:40][CH3:41].CC(C)([O-])C.[K+].C1COCC1.OP([O-])(O)=O.[K+], predict the reaction product. The product is: [ClH:1].[ClH:1].[CH2:36]([O:2][C:3]1[CH:4]=[C:5]([CH:31]=[C:32]([F:34])[CH:33]=1)[CH2:6][C@H:7]([NH:27][C:28](=[O:30])[CH3:29])[C@H:8]([OH:26])[CH2:9][NH:10][C:11]1([C:17]2[CH:22]=[CH:21][CH:20]=[C:19]([CH:23]([CH3:25])[CH3:24])[CH:18]=2)[CH2:16][CH2:15][CH2:14][CH2:13][CH2:12]1)[CH2:37][CH2:38][CH2:39][CH2:40][CH3:41]. (2) Given the reactants [C:1]([O:5][C:6](=[O:36])[NH:7][C:8]([CH3:35])([CH2:32][CH2:33][CH3:34])[CH2:9][NH:10][C:11]([C:13]1[C:14]([CH3:31])=[N:15][N:16]2[C:21]([O:22]CC3C=CC=CC=3)=[CH:20][C:19]([CH3:30])=[CH:18][C:17]=12)=[O:12])([CH3:4])([CH3:3])[CH3:2].C1CCCCC=1, predict the reaction product. The product is: [C:1]([O:5][C:6](=[O:36])[NH:7][C:8]([CH3:35])([CH2:32][CH2:33][CH3:34])[CH2:9][NH:10][C:11]([C:13]1[C:14]([CH3:31])=[N:15][N:16]2[C:21]([OH:22])=[CH:20][C:19]([CH3:30])=[CH:18][C:17]=12)=[O:12])([CH3:4])([CH3:3])[CH3:2]. (3) Given the reactants [CH3:1][O:2][C:3](=[O:21])[CH2:4][NH:5][C:6]1[CH:7]=[N:8][CH:9]=[CH:10][C:11]=1[C:12]1[C:17]([O:18][CH3:19])=[CH:16][CH:15]=[CH:14][C:13]=1[F:20].[F:22][C:23]([F:38])([F:37])[C:24]1[CH:25]=[C:26]([CH:30]=[C:31]([C:33]([F:36])([F:35])[F:34])[N:32]=1)[C:27](O)=[O:28], predict the reaction product. The product is: [F:20][C:13]1[CH:14]=[CH:15][CH:16]=[C:17]([O:18][CH3:19])[C:12]=1[C:11]1[CH:10]=[CH:9][N:8]=[CH:7][C:6]=1[N:5]([CH2:4][C:3]([O:2][CH3:1])=[O:21])[C:27](=[O:28])[C:26]1[CH:30]=[C:31]([C:33]([F:34])([F:35])[F:36])[N:32]=[C:24]([C:23]([F:38])([F:22])[F:37])[CH:25]=1. (4) Given the reactants Cl[C:2]1[N:11]=[C:10]([O:12][CH2:13][CH:14]2[C:19]([F:21])([F:20])[CH2:18][CH2:17][N:16](C(OC(C)(C)C)=O)[CH2:15]2)[C:5]2=[N:6][CH:7]=[CH:8][N:9]=[C:4]2[CH:3]=1.[CH3:29][N:30]1[CH:34]=[C:33](B2OC(C)(C)C(C)(C)O2)[CH:32]=[N:31]1.C(=O)([O-])[O-].[Cs+].[Cs+].FC(F)(F)C(O)=O, predict the reaction product. The product is: [F:21][C:19]1([F:20])[CH2:18][CH2:17][NH:16][CH2:15][CH:14]1[CH2:13][O:12][C:10]1[C:5]2=[N:6][CH:7]=[CH:8][N:9]=[C:4]2[CH:3]=[C:2]([C:33]2[CH:32]=[N:31][N:30]([CH3:29])[CH:34]=2)[N:11]=1. (5) The product is: [Cl:1][C:2]1[N:7]=[C:6]([C:8]([OH:10])=[O:9])[CH:5]=[C:4]([C:18]2[N:14]([CH3:13])[N:15]=[CH:16][CH:17]=2)[N:3]=1. Given the reactants [Cl:1][C:2]1[N:7]=[C:6]([C:8]([O:10]C)=[O:9])[CH:5]=[C:4](Cl)[N:3]=1.[CH3:13][N:14]1[C:18](B2OC(C)(C)C(C)(C)O2)=[CH:17][CH:16]=[N:15]1.C(=O)([O-])[O-].[Na+].[Na+], predict the reaction product. (6) Given the reactants C([O:4][C:5]1[C:13]2[N:12]=[C:11]([CH3:14])[N:10]([CH2:15][C:16]3[CH:21]=[CH:20][CH:19]=[CH:18][CH:17]=3)[C:9]=2[CH:8]=[C:7]([C:22]([O:24][CH2:25][CH3:26])=[O:23])[CH:6]=1)(=O)C.C(=O)([O-])[O-].[K+].[K+], predict the reaction product. The product is: [CH2:15]([N:10]1[C:9]2[CH:8]=[C:7]([C:22]([O:24][CH2:25][CH3:26])=[O:23])[CH:6]=[C:5]([OH:4])[C:13]=2[N:12]=[C:11]1[CH3:14])[C:16]1[CH:17]=[CH:18][CH:19]=[CH:20][CH:21]=1.